From a dataset of Catalyst prediction with 721,799 reactions and 888 catalyst types from USPTO. Predict which catalyst facilitates the given reaction. (1) Reactant: Cl[C:2]1[C:11]2=[N:12][N:13](CC3C=CC(OC)=CC=3)[CH:14]=[C:10]2[C:9]2[CH:8]=[C:7]([O:24][CH3:25])[CH:6]=[CH:5][C:4]=2[N:3]=1.[F:26][C:27]1[CH:33]=[CH:32][C:30]([NH2:31])=[CH:29][C:28]=1[O:34][CH3:35].Cl. Product: [F:26][C:27]1[CH:33]=[CH:32][C:30]([NH:31][C:2]2[C:11]3=[N:12][NH:13][CH:14]=[C:10]3[C:9]3[CH:8]=[C:7]([O:24][CH3:25])[CH:6]=[CH:5][C:4]=3[N:3]=2)=[CH:29][C:28]=1[O:34][CH3:35]. The catalyst class is: 71. (2) Reactant: [C:1]([O:5][C:6]([NH:8][CH:9]1[CH2:14][CH2:13][CH2:12][N:11](C(OCC2C=CC=CC=2)=O)[CH2:10]1)=[O:7])([CH3:4])([CH3:3])[CH3:2]. Product: [NH:11]1[CH2:12][CH2:13][CH2:14][CH:9]([NH:8][C:6](=[O:7])[O:5][C:1]([CH3:3])([CH3:2])[CH3:4])[CH2:10]1. The catalyst class is: 50.